From a dataset of Full USPTO retrosynthesis dataset with 1.9M reactions from patents (1976-2016). Predict the reactants needed to synthesize the given product. Given the product [NH2:29][C:28]1[CH:30]=[CH:31][C:25]([C:2]2[C:10]3[C:5](=[N:6][C:7]([NH:11][CH2:12][CH2:13][O:14][CH3:15])=[N:8][CH:9]=3)[N:4]([CH3:16])[N:3]=2)=[CH:26][CH:27]=1, predict the reactants needed to synthesize it. The reactants are: Cl[C:2]1[C:10]2[C:5](=[N:6][C:7]([NH:11][CH2:12][CH2:13][O:14][CH3:15])=[N:8][CH:9]=2)[N:4]([CH3:16])[N:3]=1.CC1(C)C(C)(C)OB([C:25]2[CH:31]=[CH:30][C:28]([NH2:29])=[CH:27][CH:26]=2)O1.